Dataset: Catalyst prediction with 721,799 reactions and 888 catalyst types from USPTO. Task: Predict which catalyst facilitates the given reaction. (1) Reactant: [NH2:1][CH2:2][C@@H:3]1[O:7][C:6](=[O:8])[N:5]([C:9]2[CH:14]=[CH:13][C:12]([CH:15]3[CH2:20][CH2:19][S:18](=[O:22])(=[O:21])[CH2:17][CH2:16]3)=[C:11]([F:23])[CH:10]=2)[CH2:4]1.C(N(C(C)C)CC)(C)C.[C:33](Cl)(=[O:40])[O:34][CH2:35][O:36][C:37](=[O:39])[CH3:38]. Product: [C:37]([O:36][CH2:35][O:34][C:33]([NH:1][CH2:2][C@@H:3]1[O:7][C:6](=[O:8])[N:5]([C:9]2[CH:14]=[CH:13][C:12]([CH:15]3[CH2:20][CH2:19][S:18](=[O:21])(=[O:22])[CH2:17][CH2:16]3)=[C:11]([F:23])[CH:10]=2)[CH2:4]1)=[O:40])(=[O:39])[CH3:38]. The catalyst class is: 2. (2) Reactant: [Br:1][C:2]1[C:8]([F:9])=[CH:7][C:5]([NH2:6])=[C:4]([F:10])[CH:3]=1.Cl[C:12](Cl)([O:14]C(=O)OC(Cl)(Cl)Cl)Cl.CCN(C(C)C)C(C)C.[CH:32]1([C:35]([N:37]2[CH2:41][CH2:40][C@@H:39]([CH2:42][C:43]([NH:45][NH2:46])=[O:44])[CH2:38]2)=[O:36])[CH2:34][CH2:33]1. Product: [Br:1][C:2]1[C:8]([F:9])=[CH:7][C:5]([NH:6][C:12]([NH:46][NH:45][C:43](=[O:44])[CH2:42][C@@H:39]2[CH2:40][CH2:41][N:37]([C:35]([CH:32]3[CH2:34][CH2:33]3)=[O:36])[CH2:38]2)=[O:14])=[C:4]([F:10])[CH:3]=1. The catalyst class is: 4.